Predict the reactants needed to synthesize the given product. From a dataset of Full USPTO retrosynthesis dataset with 1.9M reactions from patents (1976-2016). (1) The reactants are: C(OC([NH:11][CH:12]([CH2:23][CH2:24][P:25]([O:29][C:30]1[CH:35]=[CH:34][CH:33]=[C:32]([CH2:36][CH2:37][C:38]([O:40]CC2C=CC=CC=2)=[O:39])[CH:31]=1)([O:27][CH3:28])=[O:26])[C:13]([O:15]CC1C=CC=CC=1)=[O:14])=O)C1C=CC=CC=1.[H][H]. Given the product [NH2:11][CH:12]([CH2:23][CH2:24][P:25]([O:29][C:30]1[CH:35]=[CH:34][CH:33]=[C:32]([CH2:36][CH2:37][C:38]([OH:40])=[O:39])[CH:31]=1)([O:27][CH3:28])=[O:26])[C:13]([OH:15])=[O:14], predict the reactants needed to synthesize it. (2) Given the product [F:34][C:12]([F:11])([F:33])[C:13]1[CH:28]=[C:27]([C:29]([F:32])([F:31])[F:30])[CH:26]=[CH:25][C:14]=1[CH2:15][N:16]1[CH2:21][CH2:20][CH:19]([CH:22]=[O:23])[CH2:18][C:17]1=[O:24], predict the reactants needed to synthesize it. The reactants are: C(Cl)(=O)C(Cl)=O.CS(C)=O.[F:11][C:12]([F:34])([F:33])[C:13]1[CH:28]=[C:27]([C:29]([F:32])([F:31])[F:30])[CH:26]=[CH:25][C:14]=1[CH2:15][N:16]1[CH2:21][CH2:20][CH:19]([CH2:22][OH:23])[CH2:18][C:17]1=[O:24].[Cl-].[NH4+]. (3) Given the product [F:1][C:2]1[CH:7]=[CH:6][C:5]([C:8]2[C:25]([C:26]([NH:27][CH3:28])=[O:29])=[C:11]3[CH:12]=[C:13]([C:16]4[CH:24]=[CH:23][CH:22]=[C:18]([C:19](=[O:20])[NH:40][C:37]5([C:31]6[CH:36]=[CH:35][CH:34]=[CH:33][CH:32]=6)[CH2:39][CH2:38]5)[CH:17]=4)[CH:14]=[CH:15][N:10]3[N:9]=2)=[CH:4][CH:3]=1, predict the reactants needed to synthesize it. The reactants are: [F:1][C:2]1[CH:7]=[CH:6][C:5]([C:8]2[C:25]([C:26](=[O:29])[NH:27][CH3:28])=[C:11]3[CH:12]=[C:13]([C:16]4[CH:17]=[C:18]([CH:22]=[CH:23][CH:24]=4)[C:19](O)=[O:20])[CH:14]=[CH:15][N:10]3[N:9]=2)=[CH:4][CH:3]=1.Cl.[C:31]1([C:37]2([NH2:40])[CH2:39][CH2:38]2)[CH:36]=[CH:35][CH:34]=[CH:33][CH:32]=1. (4) Given the product [F:8][C:6]1[C:5]([F:9])=[CH:4][C:3]2[O:10][C:11]([CH3:12])=[N:1][C:2]=2[CH:7]=1, predict the reactants needed to synthesize it. The reactants are: [NH2:1][C:2]1[CH:7]=[C:6]([F:8])[C:5]([F:9])=[CH:4][C:3]=1[OH:10].[C:11](OCC)(OCC)(OCC)[CH3:12].FC(F)(F)S([O-])(=O)=O.[Bi+3].FC(F)(F)S([O-])(=O)=O.FC(F)(F)S([O-])(=O)=O. (5) Given the product [OH:12][C:8]1[C:7]([OH:13])=[CH:6][C:3]([C:4]#[N:5])=[C:2](/[N:1]=[CH:20]/[C:19]2[CH:22]=[CH:23][C:16]([O:15][CH3:14])=[CH:17][CH:18]=2)[C:9]=1[C:10]#[N:11], predict the reactants needed to synthesize it. The reactants are: [NH2:1][C:2]1[C:9]([C:10]#[N:11])=[C:8]([OH:12])[C:7]([OH:13])=[CH:6][C:3]=1[C:4]#[N:5].[CH3:14][O:15][C:16]1[CH:23]=[CH:22][C:19]([CH:20]=O)=[CH:18][CH:17]=1. (6) Given the product [CH2:9]([O:8][C:6]1[CH:7]=[C:2]([S:19][C:13]2[CH:18]=[CH:17][CH:16]=[CH:15][CH:14]=2)[N:3]=[CH:4][N:5]=1)[C:10]#[C:11][CH3:12], predict the reactants needed to synthesize it. The reactants are: Cl[C:2]1[CH:7]=[C:6]([O:8][CH2:9][C:10]#[C:11][CH3:12])[N:5]=[CH:4][N:3]=1.[C:13]1([SH:19])[CH:18]=[CH:17][CH:16]=[CH:15][CH:14]=1.[Cl-].[NH4+]. (7) Given the product [CH2:11]([O:13][C:14]1[CH:15]=[C:16]([NH:17][C:27]([C:24]2[CH:25]=[CH:26][C:21]([CH3:29])=[CH:22][CH:23]=2)=[NH:28])[CH:18]=[CH:19][CH:20]=1)[CH3:12], predict the reactants needed to synthesize it. The reactants are: C[Si]([N-][Si](C)(C)C)(C)C.[Na+].[CH2:11]([O:13][C:14]1[CH:15]=[C:16]([CH:18]=[CH:19][CH:20]=1)[NH2:17])[CH3:12].[C:21]1([CH3:29])[CH:26]=[CH:25][C:24]([C:27]#[N:28])=[CH:23][CH:22]=1.ClCCl. (8) The reactants are: [NH2:1][C:2]1[CH:12]=[CH:11][C:5]2[NH:6][C:7](=[O:10])[CH2:8][O:9][C:4]=2[CH:3]=1.Cl[CH2:14][C:15]([N:17]1[CH2:22][CH2:21][CH:20]([O:23][C:24]2[CH:29]=[CH:28][C:27]([CH3:30])=[CH:26][CH:25]=2)[CH2:19][CH2:18]1)=O.C([O:33]CC)C. Given the product [C:27]1([CH3:30])[CH:28]=[CH:29][C:24]([O:23][CH:20]2[CH2:21][CH2:22][N:17]([CH:15]([NH:1][C:2]3[CH:12]=[CH:11][C:5]4[NH:6][C:7](=[O:10])[CH2:8][O:9][C:4]=4[CH:3]=3)[CH:14]=[O:33])[CH2:18][CH2:19]2)=[CH:25][CH:26]=1, predict the reactants needed to synthesize it. (9) Given the product [O:7]([CH2:27][CH2:22][O:21][C:15]1([O:14][CH2:8][CH2:13][O:34][C:28]2[CH:33]=[CH:32][CH:31]=[CH:30][CH:29]=2)[CH2:16][CH2:17][CH2:18][CH2:19][CH2:20]1)[C:1]1[CH:6]=[CH:5][CH:4]=[CH:3][CH:2]=1, predict the reactants needed to synthesize it. The reactants are: [C:1]1(=[O:7])[CH2:6][CH2:5][CH2:4][CH2:3][CH2:2]1.[CH:8]1([O:14][C:15]2([O:21][CH:22]3[CH2:27]CCCC3)[CH2:20][CH2:19][CH2:18][CH2:17][CH2:16]2)[CH2:13]CCCC1.[CH:28]1([OH:34])[CH2:33][CH2:32][CH2:31][CH2:30][CH2:29]1.O(CCO)C1C=CC=CC=1.COC1(OC)CCCCC1.